This data is from Full USPTO retrosynthesis dataset with 1.9M reactions from patents (1976-2016). The task is: Predict the reactants needed to synthesize the given product. (1) The reactants are: Cl[C:2]1[CH:3]=[CH:4][C:5]([N+:26]([O-:28])=[O:27])=[C:6]([CH:25]=1)[C:7]([NH:9][C:10]1[S:11][C:12]([C:15]2[CH:20]=[CH:19][CH:18]=[C:17]([C:21]([F:24])([F:23])[F:22])[CH:16]=2)=[CH:13][N:14]=1)=[O:8].[NH:29]1[CH2:34][CH2:33][CH2:32][CH2:31][CH2:30]1. Given the product [N+:26]([C:5]1[CH:4]=[CH:3][C:2]([N:29]2[CH2:34][CH2:33][CH2:32][CH2:31][CH2:30]2)=[CH:25][C:6]=1[C:7]([NH:9][C:10]1[S:11][C:12]([C:15]2[CH:20]=[CH:19][CH:18]=[C:17]([C:21]([F:24])([F:23])[F:22])[CH:16]=2)=[CH:13][N:14]=1)=[O:8])([O-:28])=[O:27], predict the reactants needed to synthesize it. (2) The reactants are: [CH3:1][O:2][C:3](=[O:11])[C:4]1[CH:9]=[C:8]([OH:10])[CH:7]=[N:6][CH:5]=1.[H-].[Na+].[CH2:14](Br)[C:15]1[CH:20]=[CH:19][CH:18]=[CH:17][CH:16]=1. Given the product [CH3:1][O:2][C:3](=[O:11])[C:4]1[CH:9]=[C:8]([O:10][CH2:14][C:15]2[CH:20]=[CH:19][CH:18]=[CH:17][CH:16]=2)[CH:7]=[N:6][CH:5]=1, predict the reactants needed to synthesize it. (3) Given the product [Br:1][C:2]1[CH:3]=[C:4]([CH:30]=[CH:31][CH:32]=1)[CH2:5][N:6]1[C:14]2[C:13](=[O:15])[N:12]([CH3:16])[C:11](=[O:17])[N:10]([CH3:18])[C:9]=2[N:8]=[C:7]1[CH2:19][C:20]([OH:22])=[O:21], predict the reactants needed to synthesize it. The reactants are: [Br:1][C:2]1[CH:3]=[C:4]([CH:30]=[CH:31][CH:32]=1)[CH2:5][N:6]1[C:14]2[C:13](=[O:15])[N:12]([CH3:16])[C:11](=[O:17])[N:10]([CH3:18])[C:9]=2[N:8]=[C:7]1[CH:19](C(OCC)=O)[C:20]([O:22]CC)=[O:21].[OH-].[Na+]. (4) Given the product [CH2:1]([O:3][C:4](=[O:40])[CH2:5][CH2:6][CH2:7][O:8][C:9]1[CH:14]=[CH:13][CH:12]=[C:11]([CH2:15][CH2:16][CH2:17][CH2:18][CH2:19][CH2:20][O:21][C:22]2[CH:27]=[C:26]([S:28]([CH3:31])(=[O:30])=[O:29])[CH:25]=[C:24]([C:9]3[CH:14]=[CH:13][C:12]4[O:42][CH2:41][O:44][C:11]=4[CH:10]=3)[CH:23]=2)[C:10]=1[CH2:33][CH2:34][C:35]([O:37][CH2:38][CH3:39])=[O:36])[CH3:2], predict the reactants needed to synthesize it. The reactants are: [CH2:1]([O:3][C:4](=[O:40])[CH2:5][CH2:6][CH2:7][O:8][C:9]1[CH:14]=[CH:13][CH:12]=[C:11]([CH2:15][CH2:16][CH2:17][CH2:18][CH2:19][CH2:20][O:21][C:22]2[CH:27]=[C:26]([S:28]([CH3:31])(=[O:30])=[O:29])[CH:25]=[C:24](I)[CH:23]=2)[C:10]=1[CH2:33][CH2:34][C:35]([O:37][CH2:38][CH3:39])=[O:36])[CH3:2].[C:41](=[O:44])([O-])[O-:42].[Na+].[Na+]. (5) Given the product [Cl:1][C:2]1[C:3]([N:8]2[C:12]([C:13]([NH:26][C:27]3[C:28]([CH2:34][C:35]([NH:37][CH:38]([CH3:39])[CH3:40])=[O:36])=[CH:29][CH:30]=[CH:31][C:32]=3[CH3:33])=[O:15])=[CH:11][C:10]([C:16]([F:19])([F:18])[F:17])=[N:9]2)=[N:4][CH:5]=[CH:6][CH:7]=1, predict the reactants needed to synthesize it. The reactants are: [Cl:1][C:2]1[C:3]([N:8]2[C:12]([C:13]([OH:15])=O)=[CH:11][C:10]([C:16]([F:19])([F:18])[F:17])=[N:9]2)=[N:4][CH:5]=[CH:6][CH:7]=1.C(Cl)(=O)C(Cl)=O.[NH2:26][C:27]1[C:32]([CH3:33])=[CH:31][CH:30]=[CH:29][C:28]=1[CH2:34][C:35]([NH:37][CH:38]([CH3:40])[CH3:39])=[O:36].C(N(CC)C(C)C)(C)C.